From a dataset of Full USPTO retrosynthesis dataset with 1.9M reactions from patents (1976-2016). Predict the reactants needed to synthesize the given product. (1) The reactants are: [Cl:1][C:2]1[N:3]=[C:4]([NH:11][C:12]2[CH:16]=[C:15]([C:17]([O:19]C)=[O:18])[NH:14][N:13]=2)[C:5]2[O:10][CH:9]=[CH:8][C:6]=2[N:7]=1.[OH-].[Na+:22]. Given the product [Cl:1][C:2]1[N:3]=[C:4]([NH:11][C:12]2[CH:16]=[C:15]([C:17]([O-:19])=[O:18])[NH:14][N:13]=2)[C:5]2[O:10][CH:9]=[CH:8][C:6]=2[N:7]=1.[Na+:22], predict the reactants needed to synthesize it. (2) Given the product [NH2:33][C:28]1[N:29]=[C:30]([CH3:32])[N:31]=[C:26]([C:25]2[C:20]([NH:1][C:2]3[CH:3]=[C:4]([NH:9][S:10]([N:13]4[CH2:18][CH2:17][O:16][CH2:15][CH2:14]4)(=[O:12])=[O:11])[C:5]([Cl:8])=[N:6][CH:7]=3)=[N:21][CH:22]=[C:23]([O:34][CH3:35])[CH:24]=2)[N:27]=1, predict the reactants needed to synthesize it. The reactants are: [NH2:1][C:2]1[CH:3]=[C:4]([NH:9][S:10]([N:13]2[CH2:18][CH2:17][O:16][CH2:15][CH2:14]2)(=[O:12])=[O:11])[C:5]([Cl:8])=[N:6][CH:7]=1.F[C:20]1[C:25]([C:26]2[N:31]=[C:30]([CH3:32])[N:29]=[C:28]([NH2:33])[N:27]=2)=[CH:24][C:23]([O:34][CH3:35])=[CH:22][N:21]=1.C[Si]([N-][Si](C)(C)C)(C)C.[Na+]. (3) Given the product [CH3:29][O:30][CH2:2][CH2:3][O:4][C:5]1[CH:6]=[C:7]([C:11]2[CH:12]=[C:13]3[C:18](=[CH:19][CH:20]=2)[N:17]=[C:16]([C:21]2[CH:22]=[N:23][CH:24]=[CH:25][CH:26]=2)[N:15]=[C:14]3[NH:27][CH3:28])[CH:8]=[CH:9][CH:10]=1, predict the reactants needed to synthesize it. The reactants are: Cl[CH2:2][CH2:3][O:4][C:5]1[CH:6]=[C:7]([C:11]2[CH:12]=[C:13]3[C:18](=[CH:19][CH:20]=2)[N:17]=[C:16]([C:21]2[CH:22]=[N:23][CH:24]=[CH:25][CH:26]=2)[N:15]=[C:14]3[NH:27][CH3:28])[CH:8]=[CH:9][CH:10]=1.[CH3:29][O-:30].[Na+].